Dataset: Peptide-MHC class II binding affinity with 134,281 pairs from IEDB. Task: Regression. Given a peptide amino acid sequence and an MHC pseudo amino acid sequence, predict their binding affinity value. This is MHC class II binding data. (1) The peptide sequence is QYAKEIWGITANPVP. The MHC is DRB3_0101 with pseudo-sequence DRB3_0101. The binding affinity (normalized) is 0.175. (2) The MHC is DRB1_0701 with pseudo-sequence DRB1_0701. The peptide sequence is SKSDDQIWLSQWFMN. The binding affinity (normalized) is 0.434. (3) The peptide sequence is PTFAKAMEKLSVLKV. The MHC is DRB1_1201 with pseudo-sequence DRB1_1201. The binding affinity (normalized) is 0.569. (4) The peptide sequence is WCCRSCTMPPVSFHG. The MHC is DRB1_0404 with pseudo-sequence DRB1_0404. The binding affinity (normalized) is 0.493.